From a dataset of Catalyst prediction with 721,799 reactions and 888 catalyst types from USPTO. Predict which catalyst facilitates the given reaction. (1) Reactant: [CH:1]1([N:4]2[CH2:9][CH2:8][N:7]([C:10]3[CH:15]=[CH:14][C:13]([N+:16]([O-])=O)=[CH:12][CH:11]=3)[CH2:6][CH2:5]2)[CH2:3][CH2:2]1. Product: [CH:1]1([N:4]2[CH2:5][CH2:6][N:7]([C:10]3[CH:15]=[CH:14][C:13]([NH2:16])=[CH:12][CH:11]=3)[CH2:8][CH2:9]2)[CH2:3][CH2:2]1. The catalyst class is: 19. (2) Reactant: [CH3:1][C:2]1[N:3]([C:11]2[CH:16]=[CH:15][CH:14]=[CH:13][CH:12]=2)[C:4]([CH3:10])=[C:5]([C:7]([O-:9])=O)[N:6]=1.[Li+].Cl.Cl.[NH2:20][CH2:21][CH:22]([OH:38])[CH2:23][N:24]1[CH2:29][CH2:28][N:27]([C:30]2[CH:35]=[CH:34][CH:33]=[C:32]([Cl:36])[C:31]=2[Cl:37])[CH2:26][CH2:25]1.CCN=C=NCCCN(C)C.C1C=CC2N(O)N=NC=2C=1.CN1CCOCC1. Product: [Cl:37][C:31]1[C:32]([Cl:36])=[CH:33][CH:34]=[CH:35][C:30]=1[N:27]1[CH2:28][CH2:29][N:24]([CH2:23][CH:22]([OH:38])[CH2:21][NH:20][C:7]([C:5]2[N:6]=[C:2]([CH3:1])[N:3]([C:11]3[CH:16]=[CH:15][CH:14]=[CH:13][CH:12]=3)[C:4]=2[CH3:10])=[O:9])[CH2:25][CH2:26]1. The catalyst class is: 3. (3) Reactant: [CH:1]([C:3]1[O:7][C:6]([C:8]2[CH:18]=[CH:17][C:11]([C:12]([O:14][CH2:15][CH3:16])=[O:13])=[CH:10][CH:9]=2)=[CH:5][CH:4]=1)=O.[F:19][C:20]1[CH:21]=[C:22]([CH2:26][CH2:27][NH2:28])[CH:23]=[CH:24][CH:25]=1.[BH-](OC(C)=O)(OC(C)=O)OC(C)=O.[Na+]. Product: [F:19][C:20]1[CH:21]=[C:22]([CH2:26][CH2:27][NH:28][CH2:1][C:3]2[O:7][C:6]([C:8]3[CH:9]=[CH:10][C:11]([C:12]([O:14][CH2:15][CH3:16])=[O:13])=[CH:17][CH:18]=3)=[CH:5][CH:4]=2)[CH:23]=[CH:24][CH:25]=1. The catalyst class is: 26. (4) Reactant: Cl.[CH2:2]([O:4][C:5]([CH:7]1[CH2:11][CH:10]([OH:12])[CH2:9][NH:8]1)=[O:6])[CH3:3].CCN(CC)CC.[C:20]1([CH2:26][CH2:27][CH2:28][C:29](Cl)=[O:30])[CH:25]=[CH:24][CH:23]=[CH:22][CH:21]=1. Product: [CH2:2]([O:4][C:5]([CH:7]1[CH2:11][CH:10]([OH:12])[CH2:9][N:8]1[C:29](=[O:30])[CH2:28][CH2:27][CH2:26][C:20]1[CH:25]=[CH:24][CH:23]=[CH:22][CH:21]=1)=[O:6])[CH3:3]. The catalyst class is: 11.